Task: Predict the reaction yield, written as a fraction of the theoretical maximum amount of product (1.0 means a 100% yield; for example, 0.34 means a 34% yield).. Dataset: Reaction yield outcomes from USPTO patents with 853,638 reactions (1) The reactants are C(N[C@H](C(O)=O)CC(C)C)(=O)C.[CH2:13]([O:15][C:16]1[CH:17]=[C:18]([C@H:24]([NH2:30])[CH2:25][S:26]([CH3:29])(=[O:28])=[O:27])[CH:19]=[CH:20][C:21]=1[O:22][CH3:23])[CH3:14].C([NH:34][C:35]1[CH:45]=[CH:44][CH:43]=[C:37]2[C:38]([O:40][C:41](=O)[C:36]=12)=[O:39])(=O)C. The catalyst is C(O)(=O)C. The product is [CH2:13]([O:15][C:16]1[CH:17]=[C:18]([CH:24]([N:30]2[C:41](=[O:40])[C:36]3[C:37](=[CH:43][CH:44]=[CH:45][C:35]=3[NH2:34])[C:38]2=[O:39])[CH2:25][S:26]([CH3:29])(=[O:28])=[O:27])[CH:19]=[CH:20][C:21]=1[O:22][CH3:23])[CH3:14]. The yield is 0.750. (2) The reactants are [CH2:1]([O:3][C:4]1[CH:5]=[C:6]([C:20]2[CH:25]=[CH:24][C:23]([CH2:26][C:27]([NH:29][C:30]3[CH:34]=[C:33]([C:35]([CH3:41])([CH3:40])[C:36]([F:39])([F:38])[F:37])[O:32][N:31]=3)=[O:28])=[C:22]([F:42])[CH:21]=2)[CH:7]=[N:8][C:9]=1[O:10]CC1C=CC(OC)=CC=1)[CH3:2]. The catalyst is Cl. The product is [CH2:1]([O:3][C:4]1[C:9](=[O:10])[NH:8][CH:7]=[C:6]([C:20]2[CH:25]=[CH:24][C:23]([CH2:26][C:27]([NH:29][C:30]3[CH:34]=[C:33]([C:35]([CH3:41])([CH3:40])[C:36]([F:39])([F:37])[F:38])[O:32][N:31]=3)=[O:28])=[C:22]([F:42])[CH:21]=2)[CH:5]=1)[CH3:2]. The yield is 0.497.